Task: Predict the product of the given reaction.. Dataset: Forward reaction prediction with 1.9M reactions from USPTO patents (1976-2016) (1) Given the reactants Br[CH2:2][CH2:3][CH2:4][NH:5][C:6](=[O:12])[O:7][C:8]([CH3:11])([CH3:10])[CH3:9].[NH:13]1[CH2:18][CH:17]=[C:16]([C:19]2[CH:20]=[C:21]([NH:25][C:26](=[O:28])[CH3:27])[CH:22]=[CH:23][CH:24]=2)[CH2:15][CH2:14]1, predict the reaction product. The product is: [C:26]([NH:25][C:21]1[CH:20]=[C:19]([C:16]2[CH2:17][CH2:18][N:13]([CH2:2][CH2:3][CH2:4][NH:5][C:6](=[O:12])[O:7][C:8]([CH3:11])([CH3:10])[CH3:9])[CH2:14][CH:15]=2)[CH:24]=[CH:23][CH:22]=1)(=[O:28])[CH3:27]. (2) Given the reactants [NH2:1][C:2]1[N:10]=[C:9]([O:11][CH2:12][CH2:13][O:14][CH3:15])[N:8]=[C:7]2[C:3]=1[N:4]=[CH:5][N:6]2[CH2:16][C:17]1[CH:18]=[C:19]([CH:24]=[CH:25][CH:26]=1)[C:20]([O:22][CH3:23])=[O:21].C([O-])(=O)C.[Na+].[Br:32]Br, predict the reaction product. The product is: [NH2:1][C:2]1[N:10]=[C:9]([O:11][CH2:12][CH2:13][O:14][CH3:15])[N:8]=[C:7]2[C:3]=1[N:4]=[C:5]([Br:32])[N:6]2[CH2:16][C:17]1[CH:18]=[C:19]([CH:24]=[CH:25][CH:26]=1)[C:20]([O:22][CH3:23])=[O:21]. (3) Given the reactants Br[C:2]1[C:3]([Cl:20])=[C:4]([C:13]([S:16]([CH3:19])(=[O:18])=[O:17])=[CH:14][CH:15]=1)[O:5][CH2:6][CH2:7][CH:8]1[O:12][CH2:11][CH2:10][O:9]1.C(N(CC)CC)C.[C]=O, predict the reaction product. The product is: [O:9]1[CH2:10][CH2:11][O:12][CH:8]1[CH2:7][CH2:6][O:5][C:4]1[C:3]([Cl:20])=[C:2]([CH:15]=[CH:14][C:13]=1[S:16]([CH3:19])(=[O:18])=[O:17])[C:8]([O:9][CH3:10])=[O:12]. (4) Given the reactants Br[CH2:2][C:3]([C:5]1[S:9][C:8]([CH3:10])=[N:7][C:6]=1[CH3:11])=O.Br.[CH3:13][O:14][C:15]1[CH:20]=[CH:19][N:18]=[CH:17][C:16]=1[NH:21][C:22]([NH2:24])=[S:23].CCO, predict the reaction product. The product is: [CH3:13][O:14][C:15]1[CH:20]=[CH:19][N:18]=[CH:17][C:16]=1[NH:21][C:22]1[S:23][CH:2]=[C:3]([C:5]2[S:9][C:8]([CH3:10])=[N:7][C:6]=2[CH3:11])[N:24]=1. (5) Given the reactants CC(C)([O-])C.[Na+].I[C:8]1[CH:13]=[CH:12][C:11]([C:14]2[S:15][C:16]3[C:21]([N:22]=2)=[CH:20][CH:19]=[C:18]([C:23]2([C:26]4[CH:31]=[CH:30][CH:29]=[CH:28][CH:27]=4)[CH2:25][CH2:24]2)[N:17]=3)=[CH:10][CH:9]=1.Cl.[NH2:33][CH2:34][CH2:35][C:36]([O:38][C:39]([CH3:42])([CH3:41])[CH3:40])=[O:37].CC1(C)C2C(=C(P(C3C=CC=CC=3)C3C=CC=CC=3)C=CC=2)OC2C(P(C3C=CC=CC=3)C3C=CC=CC=3)=CC=CC1=2, predict the reaction product. The product is: [C:26]1([C:23]2([C:18]3[N:17]=[C:16]4[S:15][C:14]([C:11]5[CH:12]=[CH:13][C:8]([NH:33][CH2:34][CH2:35][C:36]([O:38][C:39]([CH3:42])([CH3:41])[CH3:40])=[O:37])=[CH:9][CH:10]=5)=[N:22][C:21]4=[CH:20][CH:19]=3)[CH2:25][CH2:24]2)[CH:31]=[CH:30][CH:29]=[CH:28][CH:27]=1. (6) Given the reactants Br[CH2:2][C:3]([O:5][CH2:6][C:7]1[CH:12]=[CH:11][CH:10]=[CH:9][CH:8]=1)=[O:4].C([O-])([O-])=O.[K+].[K+].[C:19]([O:23][C:24]([N:26]1[CH2:31][C@H:30]([CH2:32][N:33]2[CH2:38][CH2:37][O:36][CH2:35][C@H:34]2[CH3:39])[NH:29][CH2:28][C@H:27]1[CH3:40])=[O:25])([CH3:22])([CH3:21])[CH3:20], predict the reaction product. The product is: [C:19]([O:23][C:24]([N:26]1[CH2:31][C@H:30]([CH2:32][N:33]2[CH2:38][CH2:37][O:36][CH2:35][C@H:34]2[CH3:39])[N:29]([CH2:2][C:3]([O:5][CH2:6][C:7]2[CH:12]=[CH:11][CH:10]=[CH:9][CH:8]=2)=[O:4])[CH2:28][C@H:27]1[CH3:40])=[O:25])([CH3:22])([CH3:20])[CH3:21]. (7) Given the reactants [Cl:1][C:2]1[CH:8]=[CH:7][C:6](I)=[CH:5][C:3]=1[NH2:4].C(OC(=O)C)(=O)C.[CH3:17][C@H:18]1[CH2:23][NH:22][CH2:21][C@@H:20]([CH3:24])[NH:19]1.CC(C)([O-])C.[Na+].C1(P(C2CCCCC2)C2C=CC=CC=2C2C=CC=CC=2N(C)C)CCCCC1.C, predict the reaction product. The product is: [CH3:17][C@H:18]1[NH:19][C@@H:20]([CH3:24])[CH2:21][N:22]([C:6]2[CH:7]=[CH:8][C:2]([Cl:1])=[C:3]([CH:5]=2)[NH2:4])[CH2:23]1. (8) Given the reactants [C:1]([O:5][C:6](=[O:26])[NH:7][C@@H:8]1[CH2:13][CH2:12][CH2:11][N:10]([C:14]2[C:19]([O:20][CH3:21])=[CH:18][N:17]=[C:16]3[NH:22][CH:23]=[C:24]([NH2:25])[C:15]=23)[CH2:9]1)([CH3:4])([CH3:3])[CH3:2].[F:27][C:28]1[CH:42]=[CH:41][C:31]([CH2:32][N:33]2[CH:37]=[C:36]([C:38](O)=[O:39])[CH:35]=[N:34]2)=[CH:30][CH:29]=1.CCN(CC)CC.CN(C(ON1N=NC2C=CC=NC1=2)=[N+](C)C)C.F[P-](F)(F)(F)(F)F, predict the reaction product. The product is: [C:1]([O:5][C:6](=[O:26])[NH:7][C@@H:8]1[CH2:13][CH2:12][CH2:11][N:10]([C:14]2[C:19]([O:20][CH3:21])=[CH:18][N:17]=[C:16]3[NH:22][CH:23]=[C:24]([NH:25][C:38]([C:36]4[CH:35]=[N:34][N:33]([CH2:32][C:31]5[CH:41]=[CH:42][C:28]([F:27])=[CH:29][CH:30]=5)[CH:37]=4)=[O:39])[C:15]=23)[CH2:9]1)([CH3:4])([CH3:2])[CH3:3].